From a dataset of NCI-60 drug combinations with 297,098 pairs across 59 cell lines. Regression. Given two drug SMILES strings and cell line genomic features, predict the synergy score measuring deviation from expected non-interaction effect. (1) Cell line: U251. Drug 1: C1CN1P(=S)(N2CC2)N3CC3. Synergy scores: CSS=25.5, Synergy_ZIP=-1.79, Synergy_Bliss=3.21, Synergy_Loewe=-3.66, Synergy_HSA=-0.975. Drug 2: CCC1(CC2CC(C3=C(CCN(C2)C1)C4=CC=CC=C4N3)(C5=C(C=C6C(=C5)C78CCN9C7C(C=CC9)(C(C(C8N6C)(C(=O)OC)O)OC(=O)C)CC)OC)C(=O)OC)O.OS(=O)(=O)O. (2) Drug 1: CC1=C(C(=CC=C1)Cl)NC(=O)C2=CN=C(S2)NC3=CC(=NC(=N3)C)N4CCN(CC4)CCO. Drug 2: CCN(CC)CCCC(C)NC1=C2C=C(C=CC2=NC3=C1C=CC(=C3)Cl)OC. Cell line: RXF 393. Synergy scores: CSS=25.1, Synergy_ZIP=-1.21, Synergy_Bliss=2.39, Synergy_Loewe=-12.2, Synergy_HSA=4.98.